Dataset: Reaction yield outcomes from USPTO patents with 853,638 reactions. Task: Predict the reaction yield, written as a fraction of the theoretical maximum amount of product (1.0 means a 100% yield; for example, 0.34 means a 34% yield). (1) The reactants are C1(P(C2C=CC=CC=2)C2C3OC4C(=CC=CC=4P(C4C=CC=CC=4)C4C=CC=CC=4)C(C)(C)C=3C=CC=2)C=CC=CC=1.[NH2:43][C:44]1[CH:52]=[C:51]2[C:47]([C:48]([CH3:62])([CH3:61])[C:49](=[O:60])[N:50]2[C:53]([O:55][C:56]([CH3:59])([CH3:58])[CH3:57])=[O:54])=[CH:46][CH:45]=1.Br[C:64]1[N:86]=[C:67]2[CH:68]=[CH:69][CH:70]=[C:71]([NH:72][C@H:73]3[CH2:78][CH2:77][CH2:76][N:75]([C:79]([O:81][C:82]([CH3:85])([CH3:84])[CH3:83])=[O:80])[CH2:74]3)[N:66]2[N:65]=1.C(=O)([O-])[O-].[K+].[K+]. The catalyst is O1CCOCC1.C1C=CC(/C=C/C(/C=C/C2C=CC=CC=2)=O)=CC=1.C1C=CC(/C=C/C(/C=C/C2C=CC=CC=2)=O)=CC=1.C1C=CC(/C=C/C(/C=C/C2C=CC=CC=2)=O)=CC=1.[Pd].[Pd]. The product is [C:82]([O:81][C:79]([N:75]1[CH2:76][CH2:77][CH2:78][C@H:73]([NH:72][C:71]2[N:66]3[N:65]=[C:64]([NH:43][C:44]4[CH:52]=[C:51]5[C:47]([C:48]([CH3:62])([CH3:61])[C:49](=[O:60])[N:50]5[C:53]([O:55][C:56]([CH3:57])([CH3:59])[CH3:58])=[O:54])=[CH:46][CH:45]=4)[N:86]=[C:67]3[CH:68]=[CH:69][CH:70]=2)[CH2:74]1)=[O:80])([CH3:85])([CH3:83])[CH3:84]. The yield is 0.585. (2) The product is [F:32][C:4]1([F:3])[CH2:9][CH2:8][N:7]([C:10]2[N:15]=[C:14]([C:16]([NH:18][C:19]3[C:20]([CH3:30])=[CH:21][C:22]([C:23]([OH:25])=[O:24])=[CH:27][C:28]=3[CH3:29])=[O:17])[C:13]([CH3:31])=[CH:12][CH:11]=2)[CH2:6][CH2:5]1. The reactants are [OH-].[Li+].[F:3][C:4]1([F:32])[CH2:9][CH2:8][N:7]([C:10]2[N:15]=[C:14]([C:16]([NH:18][C:19]3[C:28]([CH3:29])=[CH:27][C:22]([C:23]([O:25]C)=[O:24])=[CH:21][C:20]=3[CH3:30])=[O:17])[C:13]([CH3:31])=[CH:12][CH:11]=2)[CH2:6][CH2:5]1.O.CO. The yield is 0.710. The catalyst is C1COCC1. (3) The reactants are C([O-])([O-])=O.[Cs+].[Cs+].[CH2:7]([O:9][C:10](=[O:19])[C:11]1[CH:16]=[CH:15][C:14]([OH:17])=[C:13]([OH:18])[CH:12]=1)[CH3:8].Br[CH2:21][CH2:22]Br. The catalyst is CN(C=O)C. The product is [CH2:7]([O:9][C:10]([C:11]1[CH:16]=[CH:15][C:14]2[O:17][CH2:21][CH2:22][O:18][C:13]=2[CH:12]=1)=[O:19])[CH3:8]. The yield is 0.290.